Dataset: Catalyst prediction with 721,799 reactions and 888 catalyst types from USPTO. Task: Predict which catalyst facilitates the given reaction. (1) Reactant: [CH3:1][O:2][C:3](=[O:16])[C:4]1[CH:9]=[C:8](Cl)[N:7]=[C:6]([NH:11][C@H:12]([CH2:14][CH3:15])[CH3:13])[CH:5]=1.C1(P(C2C=CC=CC=2)C2C=CC3C(=CC=CC=3)C=2C2C3C(=CC=CC=3)C=CC=2P(C2C=CC=CC=2)C2C=CC=CC=2)C=CC=CC=1.C(=O)([O-])[O-].[Cs+].[Cs+].[CH3:69][S-:70].[Na+]. Product: [CH3:1][O:2][C:3](=[O:16])[C:4]1[CH:9]=[C:8]([S:70][CH3:69])[N:7]=[C:6]([NH:11][C@H:12]([CH2:14][CH3:15])[CH3:13])[CH:5]=1. The catalyst class is: 487. (2) Product: [ClH:27].[OH:26][C@@:12]1([C:17]#[C:18][C:19]2[CH:20]=[C:21]([CH3:25])[CH:22]=[CH:23][CH:24]=2)[CH2:13][CH2:14][CH2:15][C@@H:16]2[C@H:11]1[CH2:10][CH2:9][NH:8]2. Reactant: C(OC([N:8]1[C@H:16]2[C@H:11]([C@:12]([OH:26])([C:17]#[C:18][C:19]3[CH:20]=[C:21]([CH3:25])[CH:22]=[CH:23][CH:24]=3)[CH2:13][CH2:14][CH2:15]2)[CH2:10][CH2:9]1)=O)(C)(C)C.[ClH:27]. The catalyst class is: 413. (3) Reactant: [F:1][C:2]1[CH:3]=[C:4]([C:8]#[C:9][C:10]2[CH:19]=[C:18]3[C:13]([C:14](=[O:26])[N:15]4[CH2:24][CH2:23][C:22](=O)[CH2:21][CH2:20][C:16]4=[N:17]3)=[CH:12][CH:11]=2)[CH:5]=[CH:6][CH:7]=1.Cl.[NH2:28][OH:29].C([O-])([O-])=O.[Na+].[Na+]. Product: [F:1][C:2]1[CH:3]=[C:4]([C:8]#[C:9][C:10]2[CH:19]=[C:18]3[C:13]([C:14](=[O:26])[N:15]4[CH2:24][CH2:23][C:22](=[N:28][OH:29])[CH2:21][CH2:20][C:16]4=[N:17]3)=[CH:12][CH:11]=2)[CH:5]=[CH:6][CH:7]=1. The catalyst class is: 24. (4) Reactant: C(N(CC)CC)C.[CH3:8][S:9](Cl)(=[O:11])=[O:10].[OH:13][CH2:14][C:15]([C:17]1[CH:22]=[N:21][C:20]([CH3:23])=[CH:19][N:18]=1)=[O:16].[Cl-].[NH4+]. Product: [CH3:8][S:9]([O:13][CH2:14][C:15]([C:17]1[CH:22]=[N:21][C:20]([CH3:23])=[CH:19][N:18]=1)=[O:16])(=[O:11])=[O:10]. The catalyst class is: 4. (5) Reactant: [F:1][C:2]1[CH:3]=[C:4]([CH:7]=[CH:8][CH:9]=1)[CH2:5]Cl.[H-].[Na+].[F:12][C:13]([F:22])([F:21])[CH2:14][CH2:15][CH:16]([C:19]#[N:20])[C:17]#[N:18]. Product: [F:1][C:2]1[CH:3]=[C:4]([CH:7]=[CH:8][CH:9]=1)[CH2:5][C:16]([CH2:15][CH2:14][C:13]([F:12])([F:21])[F:22])([C:17]#[N:18])[C:19]#[N:20]. The catalyst class is: 9. (6) Reactant: [ClH:1].C(OC(=O)[NH:8][C:9]1[CH:14]=[CH:13][CH:12]=[CH:11][C:10]=1[N:15]([C:32](=O)[C:33]1[CH:38]=[CH:37][CH:36]=[CH:35][CH:34]=1)[CH:16]([CH:26]1[CH2:31][CH2:30][CH2:29][CH2:28][CH2:27]1)[C:17](=[O:25])[NH:18][CH:19]1[CH2:24][CH2:23][CH2:22][CH2:21][CH2:20]1)(C)(C)C. Product: [ClH:1].[CH:26]1([CH:16]([N:15]2[C:10]3[CH:11]=[CH:12][CH:13]=[CH:14][C:9]=3[N:8]=[C:32]2[C:33]2[CH:38]=[CH:37][CH:36]=[CH:35][CH:34]=2)[C:17]([NH:18][CH:19]2[CH2:20][CH2:21][CH2:22][CH2:23][CH2:24]2)=[O:25])[CH2:27][CH2:28][CH2:29][CH2:30][CH2:31]1. The catalyst class is: 5. (7) Reactant: [Cl:1][C:2]1[C:3]2[C:4]3[CH2:15][NH:14][CH2:13][CH2:12][C:5]=3[NH:6][C:7]=2[C:8]([CH3:11])=[CH:9][CH:10]=1.[C:16](O[C:16]([O:18][C:19]([CH3:22])([CH3:21])[CH3:20])=[O:17])([O:18][C:19]([CH3:22])([CH3:21])[CH3:20])=[O:17].[OH-].[Na+]. Product: [C:19]([O:18][C:16]([N:14]1[CH2:13][CH2:12][C:5]2[NH:6][C:7]3[C:8]([CH3:11])=[CH:9][CH:10]=[C:2]([Cl:1])[C:3]=3[C:4]=2[CH2:15]1)=[O:17])([CH3:22])([CH3:21])[CH3:20]. The catalyst class is: 12. (8) Reactant: [CH3:1][O:2][C:3](=[O:29])[C:4]1[CH:9]=[C:8]([N+:10]([O-])=O)[CH:7]=[C:6]([C:13](=[O:28])[C:14]2[CH:19]=[CH:18][C:17]([NH:20][C:21]3[CH:26]=[CH:25][C:24]([Cl:27])=[CH:23][CH:22]=3)=[CH:16][CH:15]=2)[CH:5]=1.[NH4+].[Cl-].[CH:32](O)(C)C. Product: [CH3:1][O:2][C:3](=[O:29])[C:4]1[CH:5]=[C:6]([C:13](=[O:28])[C:14]2[CH:19]=[CH:18][C:17]([N:20]([C:21]3[CH:26]=[CH:25][C:24]([Cl:27])=[CH:23][CH:22]=3)[CH3:32])=[CH:16][CH:15]=2)[CH:7]=[C:8]([NH2:10])[CH:9]=1. The catalyst class is: 292. (9) Reactant: Cl.[NH2:2][C@@H:3]1[CH2:7][N:6]([C:8]2[CH:13]=[CH:12][C:11]([O:14][CH2:15][C:16]3[CH:21]=[CH:20][CH:19]=[C:18]([F:22])[CH:17]=3)=[CH:10][CH:9]=2)[C:5](=[O:23])[CH2:4]1.C(N(CC)CC)C.[F:31][C:32]([F:43])([F:42])[C:33](O[C:33](=[O:34])[C:32]([F:43])([F:42])[F:31])=[O:34]. Product: [F:31][C:32]([F:43])([F:42])[C:33]([NH:2][C@H:3]1[CH2:4][C:5](=[O:23])[N:6]([C:8]2[CH:9]=[CH:10][C:11]([O:14][CH2:15][C:16]3[CH:21]=[CH:20][CH:19]=[C:18]([F:22])[CH:17]=3)=[CH:12][CH:13]=2)[CH2:7]1)=[O:34]. The catalyst class is: 4.